Dataset: Reaction yield outcomes from USPTO patents with 853,638 reactions. Task: Predict the reaction yield, written as a fraction of the theoretical maximum amount of product (1.0 means a 100% yield; for example, 0.34 means a 34% yield). (1) The reactants are [CH3:1][N:2]([CH3:16])[C:3]1[S:4][C@H:5]2[O:11][C@H:10]([CH2:12][OH:13])[C@@H:9]([OH:14])[C@H:8]([OH:15])[C@H:6]2[N:7]=1.N1C=CN=C1.[CH3:22][C:23]([Si:26](Cl)([CH3:28])[CH3:27])([CH3:25])[CH3:24]. The catalyst is CN(C=O)C. The product is [Si:26]([O:13][CH2:12][C@H:10]1[O:11][C@H:5]2[C@H:6]([N:7]=[C:3]([N:2]([CH3:16])[CH3:1])[S:4]2)[C@@H:8]([OH:15])[C@@H:9]1[OH:14])([C:23]([CH3:25])([CH3:24])[CH3:22])([CH3:28])[CH3:27]. The yield is 0.552. (2) The reactants are [C:1](Cl)(=O)C(Cl)=O.[CH2:7]([N:14]([CH2:24][C:25]1[CH:30]=[CH:29][CH:28]=[CH:27][CH:26]=1)[CH:15]1[CH2:19][CH:18]([C:20](O)=[O:21])[CH:17]([CH3:23])[CH2:16]1)[C:8]1[CH:13]=[CH:12][CH:11]=[CH:10][CH:9]=1.CN(C=O)C.C[Si](C=[N+]=[N-])(C)C.[BrH:43].C([O-])(O)=O.[Na+]. The catalyst is C(Cl)Cl.C1COCC1.CC#N. The product is [Br:43][CH2:1][C:20]([CH:18]1[CH2:19][CH:15]([N:14]([CH2:24][C:25]2[CH:26]=[CH:27][CH:28]=[CH:29][CH:30]=2)[CH2:7][C:8]2[CH:9]=[CH:10][CH:11]=[CH:12][CH:13]=2)[CH2:16][CH:17]1[CH3:23])=[O:21]. The yield is 0.690. (3) The reactants are [CH3:1][C:2]1[C:7]([CH:8]([CH2:13][CH2:14][CH3:15])[C:9]([O:11]C)=[O:10])=[C:6]([C:16]2[CH:21]=[CH:20][CH:19]=[CH:18][CH:17]=2)[N:5]=[C:4]([CH2:22][CH2:23][C:24]2[CH:29]=[CH:28][CH:27]=[CH:26][CH:25]=2)[N:3]=1.[OH-].[Na+]. The catalyst is C(O)C.O1CCCC1. The product is [CH3:1][C:2]1[C:7]([CH:8]([CH2:13][CH2:14][CH3:15])[C:9]([OH:11])=[O:10])=[C:6]([C:16]2[CH:17]=[CH:18][CH:19]=[CH:20][CH:21]=2)[N:5]=[C:4]([CH2:22][CH2:23][C:24]2[CH:29]=[CH:28][CH:27]=[CH:26][CH:25]=2)[N:3]=1. The yield is 0.260. (4) The reactants are [Cl:1][C:2]1[CH:3]=[C:4]([CH2:9][C:10]([N:12]([C@@H:14]([C:32]2[CH:37]=[CH:36][CH:35]=[C:34]([N+:38]([O-])=O)[CH:33]=2)[CH2:15][N:16]2[CH2:20][CH2:19][C@H:18]([O:21][CH2:22][CH2:23][O:24][CH2:25][CH2:26][O:27][CH2:28][CH2:29][O:30][CH3:31])[CH2:17]2)[CH3:13])=[O:11])[CH:5]=[CH:6][C:7]=1[Cl:8].O.NN. The catalyst is C(O)C.[Ni]. The product is [Cl:1][C:2]1[CH:3]=[C:4]([CH2:9][C:10]([N:12]([C@@H:14]([C:32]2[CH:37]=[CH:36][CH:35]=[C:34]([NH2:38])[CH:33]=2)[CH2:15][N:16]2[CH2:20][CH2:19][C@H:18]([O:21][CH2:22][CH2:23][O:24][CH2:25][CH2:26][O:27][CH2:28][CH2:29][O:30][CH3:31])[CH2:17]2)[CH3:13])=[O:11])[CH:5]=[CH:6][C:7]=1[Cl:8]. The yield is 0.820. (5) The reactants are [CH2:1]([N:8]1[CH2:15][C:12]2([CH2:14][CH2:13]2)[N:11]([C:16]([O:18][C:19]([CH3:22])([CH3:21])[CH3:20])=[O:17])[CH2:10][C@@H:9]1[CH2:23]O)[C:2]1[CH:7]=[CH:6][CH:5]=[CH:4][CH:3]=1.COCCN(S(F)(F)[F:35])CCOC.C(=O)(O)[O-].[Na+]. The catalyst is ClCCl. The product is [CH2:1]([N:8]1[CH2:15][C:12]2([CH2:14][CH2:13]2)[N:11]([C:16]([O:18][C:19]([CH3:22])([CH3:21])[CH3:20])=[O:17])[CH2:10][C@@H:9]1[CH2:23][F:35])[C:2]1[CH:7]=[CH:6][CH:5]=[CH:4][CH:3]=1. The yield is 0.900. (6) The reactants are [F:1][C:2]1[CH:3]=[C:4]([CH:15]([CH3:20])[C:16]([O:18][CH3:19])=[O:17])[CH:5]=[CH:6][C:7]=1[C:8]1[CH:13]=[CH:12][CH:11]=[C:10]([OH:14])[CH:9]=1.[CH:21]([N:24]=[C:25]=[O:26])([CH3:23])[CH3:22]. No catalyst specified. The product is [F:1][C:2]1[CH:3]=[C:4]([CH:15]([CH3:20])[C:16]([O:18][CH3:19])=[O:17])[CH:5]=[CH:6][C:7]=1[C:8]1[CH:13]=[CH:12][CH:11]=[C:10]([O:14][C:25](=[O:26])[NH:24][CH:21]([CH3:23])[CH3:22])[CH:9]=1. The yield is 0.770.